From a dataset of Experimentally validated miRNA-target interactions with 360,000+ pairs, plus equal number of negative samples. Binary Classification. Given a miRNA mature sequence and a target amino acid sequence, predict their likelihood of interaction. The miRNA is cel-miR-58b-3p with sequence AGAGAUCAACCAUUGAGAUCCAA. The protein sequence of the target gene is MEWRNHSGRVSEFVLLGFPAPAPLQVLLFALLLLAYVLVLTENTLIIMAIRNHSTLHKPMYFFLANMSFLEIWYVTVTIPKMLAGFVGSKQDHGQLISFEGCMTQLYFFLGLGCTECVLLAVMAYDRYMAICYPLHYPVIVSGRLCVQMAAGSWAGGFGISMVKVFLISGLSYCGPNIINHFFCDVSPLLNLSCTDMSTAELTDFILAIFILLGPLSVTGASYVAITGAVMHIPSAAGRYKAFSTCASHLTVVIIFYAASIFIYARPKALSAFDTNKLVSVLYAVIVPLLNPIIYCLRNQ.... Result: 0 (no interaction).